Dataset: Reaction yield outcomes from USPTO patents with 853,638 reactions. Task: Predict the reaction yield, written as a fraction of the theoretical maximum amount of product (1.0 means a 100% yield; for example, 0.34 means a 34% yield). (1) The reactants are [Br:1][C:2]1[C:3](F)=[C:4]2[C:10]([NH:11][C:12]([CH:14]3[CH2:18][CH2:17][CH2:16][O:15]3)=[O:13])=[CH:9][NH:8][C:5]2=[N:6][CH:7]=1.[NH:20]1[CH2:25][CH2:24][CH2:23][C@@H:22]([NH:26][C:27](=[O:33])[O:28][C:29]([CH3:32])([CH3:31])[CH3:30])[CH2:21]1.C(N(C(C)C)C(C)C)C. The catalyst is CCCCO. The product is [Br:1][C:2]1[C:3]([N:20]2[CH2:25][CH2:24][CH2:23][C@@H:22]([NH:26][C:27](=[O:33])[O:28][C:29]([CH3:31])([CH3:30])[CH3:32])[CH2:21]2)=[C:4]2[C:10]([NH:11][C:12]([CH:14]3[CH2:18][CH2:17][CH2:16][O:15]3)=[O:13])=[CH:9][NH:8][C:5]2=[N:6][CH:7]=1. The yield is 0.290. (2) The reactants are F[C:2](F)(F)[C:3]([OH:5])=O.[NH2:8][CH:9]([C:11]1[N:22]([C@@H:23]2[CH2:28][O:27][C@@H:26]([CH2:29][C:30]#[N:31])[CH2:25][CH2:24]2)[C:14]2=[C:15]3[S:21][CH:20]=[CH:19][C:16]3=[N:17][CH:18]=[C:13]2[N:12]=1)[CH3:10].C(N(CC)CC)C.C(Cl)(=O)C. The catalyst is C(Cl)Cl. The product is [C:30]([CH2:29][C@@H:26]1[O:27][CH2:28][C@@H:23]([N:22]2[C:14]3=[C:15]4[S:21][CH:20]=[CH:19][C:16]4=[N:17][CH:18]=[C:13]3[N:12]=[C:11]2[CH:9]([NH:8][C:3](=[O:5])[CH3:2])[CH3:10])[CH2:24][CH2:25]1)#[N:31]. The yield is 0.520. (3) The reactants are Br[C:2]1[CH:3]=[CH:4][C:5]2[O:11][CH2:10][CH2:9][N:8]3[CH:12]=[C:13]([C:15]4[N:19]([CH:20]([CH3:22])[CH3:21])[N:18]=[CH:17][N:16]=4)[N:14]=[C:7]3[C:6]=2[CH:23]=1.[C:24]1(B(O)O)[CH:29]=[CH:28][CH:27]=[CH:26][CH:25]=1.C([O-])([O-])=O.[Cs+].[Cs+].O. The catalyst is O1CCOCC1.C1C=CC(P(C2C=CC=CC=2)[C-]2C=CC=C2)=CC=1.C1C=CC(P(C2C=CC=CC=2)[C-]2C=CC=C2)=CC=1.Cl[Pd]Cl.[Fe+2]. The product is [CH:20]([N:19]1[C:15]([C:13]2[N:14]=[C:7]3[C:6]4[CH:23]=[C:2]([C:24]5[CH:29]=[CH:28][CH:27]=[CH:26][CH:25]=5)[CH:3]=[CH:4][C:5]=4[O:11][CH2:10][CH2:9][N:8]3[CH:12]=2)=[N:16][CH:17]=[N:18]1)([CH3:22])[CH3:21]. The yield is 0.120. (4) The reactants are Cl[C:2]1[N:7]=[C:6]2[N:8]([C:11]3[CH:16]=[CH:15][CH:14]=[CH:13][CH:12]=3)[N:9]=[CH:10][C:5]2=[C:4]([NH:17][C:18]2[CH:22]=[C:21]([CH3:23])[NH:20][N:19]=2)[N:3]=1.C1OCCOCCOCCOCCOC1.[F:39][C:40]1[CH:45]=[CH:44][C:43]([S:46]([O-:48])=[O:47])=[CH:42][CH:41]=1.[Na+]. The product is [F:39][C:40]1[CH:45]=[CH:44][C:43]([S:46]([C:2]2[N:7]=[C:6]3[N:8]([C:11]4[CH:16]=[CH:15][CH:14]=[CH:13][CH:12]=4)[N:9]=[CH:10][C:5]3=[C:4]([NH:17][C:18]3[CH:22]=[C:21]([CH3:23])[NH:20][N:19]=3)[N:3]=2)(=[O:48])=[O:47])=[CH:42][CH:41]=1. The yield is 0.160. The catalyst is CS(C)=O. (5) The reactants are P(Cl)(Cl)(Cl)=O.[NH2:6][C:7]1[CH:20]=[CH:19][C:10]([CH2:11][N:12]2[C:16](=[O:17])[CH2:15][S:14][C:13]2=[O:18])=[CH:9][CH:8]=1.[O:21]([C:28]1[CH:36]=[CH:35][C:31]([C:32](O)=[O:33])=[CH:30][CH:29]=1)[C:22]1[CH:27]=[CH:26][CH:25]=[CH:24][CH:23]=1.N1C=CC=CC=1.Cl. The catalyst is O1CCCC1. The product is [O:21]([C:28]1[CH:29]=[CH:30][C:31]([C:32]([NH:6][C:7]2[CH:20]=[CH:19][C:10]([CH2:11][N:12]3[C:16](=[O:17])[CH2:15][S:14][C:13]3=[O:18])=[CH:9][CH:8]=2)=[O:33])=[CH:35][CH:36]=1)[C:22]1[CH:23]=[CH:24][CH:25]=[CH:26][CH:27]=1. The yield is 0.505. (6) The reactants are [CH:1]1([CH2:6][CH2:7][C:8]([CH3:11])([OH:10])[CH3:9])[CH2:5][CH2:4][CH2:3][CH2:2]1.[C:12](OC(=O)C)(=[O:14])[CH3:13].OP(O)(O)=O. The catalyst is O. The product is [C:12]([O:10][C:8]([CH3:11])([CH3:9])[CH2:7][CH2:6][CH:1]1[CH2:5][CH2:4][CH2:3][CH2:2]1)(=[O:14])[CH3:13]. The yield is 1.00.